Dataset: Catalyst prediction with 721,799 reactions and 888 catalyst types from USPTO. Task: Predict which catalyst facilitates the given reaction. (1) Reactant: [NH2:1][C:2]1[N:6]([CH:7]2[CH2:11][CH2:10][CH2:9][CH2:8]2)[N:5]=[C:4]([CH2:12][CH3:13])[C:3]=1[C:14]([NH:16][CH2:17][C:18]([C:20]1[CH:25]=[CH:24][C:23]([O:26][CH3:27])=[C:22]([O:28][CH3:29])[CH:21]=1)=O)=[O:15]. Product: [CH:7]1([N:6]2[C:2]3[N:1]=[C:18]([C:20]4[CH:25]=[CH:24][C:23]([O:26][CH3:27])=[C:22]([O:28][CH3:29])[CH:21]=4)[CH2:17][NH:16][C:14](=[O:15])[C:3]=3[C:4]([CH2:12][CH3:13])=[N:5]2)[CH2:11][CH2:10][CH2:9][CH2:8]1. The catalyst class is: 113. (2) Reactant: [CH3:1][O:2][C:3]1[CH:4]=[C:5]([C:15]([O:17]C)=[O:16])[C:6]([C:9]2[CH:14]=[CH:13][CH:12]=[CH:11][CH:10]=2)=[CH:7][CH:8]=1. Product: [CH3:1][O:2][C:3]1[CH:4]=[C:5]([C:15]([OH:17])=[O:16])[C:6]([C:9]2[CH:14]=[CH:13][CH:12]=[CH:11][CH:10]=2)=[CH:7][CH:8]=1. The catalyst class is: 1. (3) Reactant: Cl.[CH3:2][C:3]1[CH:11]=[CH:10][C:6]([C:7]([NH2:9])=[NH:8])=[CH:5][CH:4]=1.CC[O-].[Na+].C([O:18][C:19](=O)[CH:20]=[C:21]([NH2:25])OCC)C. Product: [NH2:25][C:21]1[N:9]=[C:7]([C:6]2[CH:10]=[CH:11][C:3]([CH3:2])=[CH:4][CH:5]=2)[NH:8][C:19](=[O:18])[CH:20]=1. The catalyst class is: 8. (4) Reactant: [C:1]1([CH3:11])[CH:6]=CC(S(O)(=O)=O)=[CH:3][CH:2]=1.[NH2:12][C:13]1[CH:33]=[C:32]([Cl:34])[C:16]2[O:17][C:18]3[C:27]([CH3:28])=[CH:26][C:25]([C:29]([OH:31])=[O:30])=[CH:24][C:19]=3[S:20](=[O:23])(=[O:22])[CH2:21][C:15]=2[CH:14]=1.[C:35]([BH3-])#[N:36].[Na+].[C:39](=O)(O)[O-].[Na+]. Product: [CH3:39][O:30][C:29]([C:25]1[CH:26]=[C:27]([CH3:28])[C:18]2[O:17][C:16]3[C:32]([Cl:34])=[CH:33][C:13]([NH:12][CH2:11][C:1]4[CH:6]=[N:36][CH:35]=[CH:3][CH:2]=4)=[CH:14][C:15]=3[CH2:21][S:20](=[O:22])(=[O:23])[C:19]=2[CH:24]=1)=[O:31]. The catalyst class is: 48. (5) Reactant: C(C1N=C([CH2:10][NH:11][C:12](=[O:18])[O:13][C:14]([CH3:17])([CH3:16])[CH3:15])C=CC=1)C=C.Br[C:20]1[CH:39]=[CH:38][C:23]([CH2:24][C@@H:25]([C:34]([O:36][CH3:37])=[O:35])[NH:26][C:27]([O:29][C:30]([CH3:33])([CH3:32])[CH3:31])=[O:28])=[CH:22][CH:21]=1.[CH3:40][C:41]1C(P(C2C(C)=CC=CC=2)C2C(C)=CC=CC=2)=CC=CC=1.CC[N:64]([CH:68]([CH3:70])[CH3:69])[CH:65]([CH3:67])C.[C:71](#N)C. Product: [C:30]([O:29][C:27]([NH:26][C@H:25]([C:34]([O:36][CH3:37])=[O:35])[CH2:24][C:23]1[CH:38]=[CH:39][C:20]([CH:40]=[CH:41][CH2:70][C:68]2[CH:69]=[CH:71][CH:67]=[C:65]([N:11]([C:12]([O:13][C:14]([CH3:17])([CH3:16])[CH3:15])=[O:18])[CH3:10])[N:64]=2)=[CH:21][CH:22]=1)=[O:28])([CH3:33])([CH3:32])[CH3:31]. The catalyst class is: 167. (6) Reactant: Cl[C:2]1[CH:7]=[CH:6][C:5]([N+:8]([O-:10])=[O:9])=[CH:4][N:3]=1.[C:11]1(B(O)O)[CH:16]=[CH:15][CH:14]=[CH:13][CH:12]=1. Product: [C:11]1([C:2]2[CH:7]=[CH:6][C:5]([N+:8]([O-:10])=[O:9])=[CH:4][N:3]=2)[CH:16]=[CH:15][CH:14]=[CH:13][CH:12]=1. The catalyst class is: 276.